From a dataset of NCI-60 drug combinations with 297,098 pairs across 59 cell lines. Regression. Given two drug SMILES strings and cell line genomic features, predict the synergy score measuring deviation from expected non-interaction effect. (1) Drug 1: CC(C1=C(C=CC(=C1Cl)F)Cl)OC2=C(N=CC(=C2)C3=CN(N=C3)C4CCNCC4)N. Drug 2: CC=C1C(=O)NC(C(=O)OC2CC(=O)NC(C(=O)NC(CSSCCC=C2)C(=O)N1)C(C)C)C(C)C. Cell line: SK-OV-3. Synergy scores: CSS=29.4, Synergy_ZIP=-3.45, Synergy_Bliss=-5.13, Synergy_Loewe=-41.0, Synergy_HSA=-5.07. (2) Drug 1: C1=CC(=CC=C1CCC2=CNC3=C2C(=O)NC(=N3)N)C(=O)NC(CCC(=O)O)C(=O)O. Drug 2: CCCCC(=O)OCC(=O)C1(CC(C2=C(C1)C(=C3C(=C2O)C(=O)C4=C(C3=O)C=CC=C4OC)O)OC5CC(C(C(O5)C)O)NC(=O)C(F)(F)F)O. Cell line: SNB-75. Synergy scores: CSS=25.0, Synergy_ZIP=1.18, Synergy_Bliss=0.266, Synergy_Loewe=-3.27, Synergy_HSA=1.06. (3) Drug 1: CCC1=CC2CC(C3=C(CN(C2)C1)C4=CC=CC=C4N3)(C5=C(C=C6C(=C5)C78CCN9C7C(C=CC9)(C(C(C8N6C)(C(=O)OC)O)OC(=O)C)CC)OC)C(=O)OC. Drug 2: CN1C=C(C=N1)C2=C3N=C(C(=C(N3N=C2)N)Br)C4CCCNC4. Cell line: SK-OV-3. Synergy scores: CSS=65.5, Synergy_ZIP=4.65, Synergy_Bliss=4.15, Synergy_Loewe=3.74, Synergy_HSA=7.24. (4) Drug 1: C1=NC2=C(N1)C(=S)N=C(N2)N. Cell line: CAKI-1. Drug 2: C(CCl)NC(=O)N(CCCl)N=O. Synergy scores: CSS=44.3, Synergy_ZIP=1.37, Synergy_Bliss=1.88, Synergy_Loewe=-21.6, Synergy_HSA=2.18. (5) Drug 1: CC12CCC3C(C1CCC2=O)CC(=C)C4=CC(=O)C=CC34C. Drug 2: C1=CC=C(C=C1)NC(=O)CCCCCCC(=O)NO. Cell line: MDA-MB-231. Synergy scores: CSS=50.8, Synergy_ZIP=5.47, Synergy_Bliss=7.21, Synergy_Loewe=0.712, Synergy_HSA=7.46. (6) Synergy scores: CSS=59.2, Synergy_ZIP=-2.09, Synergy_Bliss=1.73, Synergy_Loewe=3.90, Synergy_HSA=4.09. Drug 2: CCC1(C2=C(COC1=O)C(=O)N3CC4=CC5=C(C=CC(=C5CN(C)C)O)N=C4C3=C2)O.Cl. Cell line: OVCAR-5. Drug 1: COC1=C(C=C2C(=C1)N=CN=C2NC3=CC(=C(C=C3)F)Cl)OCCCN4CCOCC4. (7) Drug 1: C1CCC(C1)C(CC#N)N2C=C(C=N2)C3=C4C=CNC4=NC=N3. Drug 2: CC1=C(C=C(C=C1)NC2=NC=CC(=N2)N(C)C3=CC4=NN(C(=C4C=C3)C)C)S(=O)(=O)N.Cl. Cell line: MOLT-4. Synergy scores: CSS=6.59, Synergy_ZIP=-2.55, Synergy_Bliss=0.928, Synergy_Loewe=1.38, Synergy_HSA=1.44.